Dataset: Forward reaction prediction with 1.9M reactions from USPTO patents (1976-2016). Task: Predict the product of the given reaction. The product is: [Cl:1][C:2]1[CH:7]=[CH:6][C:5]([I:8])=[CH:4][C:3]=1[NH2:9]. Given the reactants [Cl:1][C:2]1[CH:7]=[CH:6][C:5]([I:8])=[CH:4][C:3]=1[N+:9]([O-])=O.[Cl-].[NH4+], predict the reaction product.